From a dataset of Reaction yield outcomes from USPTO patents with 853,638 reactions. Predict the reaction yield, written as a fraction of the theoretical maximum amount of product (1.0 means a 100% yield; for example, 0.34 means a 34% yield). (1) The reactants are [CH3:1][C:2]12[CH2:22][CH:6]([N:7]([C:9]([C:11]3[CH:19]=[C:18]4[C:14]([C:15]([C:20]#[N:21])=[CH:16][NH:17]4)=[CH:13][CH:12]=3)=[O:10])[CH2:8]1)[CH2:5][C:4]([CH3:24])([CH3:23])[CH2:3]2.[OH-:25].[Na+].OO. The catalyst is O1CCOCC1. The product is [CH3:1][C:2]12[CH2:22][CH:6]([N:7]([C:9]([C:11]3[CH:19]=[C:18]4[C:14]([C:15]([C:20]([NH2:21])=[O:25])=[CH:16][NH:17]4)=[CH:13][CH:12]=3)=[O:10])[CH2:8]1)[CH2:5][C:4]([CH3:24])([CH3:23])[CH2:3]2. The yield is 0.210. (2) The reactants are [CH2:1]([N:8]([CH2:14]OC)[CH2:9][Si](C)(C)C)[C:2]1[CH:7]=[CH:6][CH:5]=[CH:4][CH:3]=1.[C:17]([O:22][CH2:23][CH3:24])(=[O:21])[C:18]#[C:19][CH3:20].FC(F)(F)C(O)=O. The catalyst is C(Cl)Cl. The product is [CH2:1]([N:8]1[CH2:9][C:19]([CH3:20])=[C:18]([C:17]([O:22][CH2:23][CH3:24])=[O:21])[CH2:14]1)[C:2]1[CH:3]=[CH:4][CH:5]=[CH:6][CH:7]=1. The yield is 0.270. (3) The reactants are Cl[C:2]1[C:7]([C:8]2[CH:13]=[CH:12][C:11]([F:14])=[CH:10][CH:9]=2)=[CH:6][N:5]2[N:15]=[C:16](C3CC3)[N:17]=[C:4]2[N:3]=1.[CH:21]([C:23]1[CH:28]=[CH:27][C:26](B(O)O)=[CH:25][CH:24]=1)=[O:22].[C:32](=O)([O-])[O-].[Na+].[Na+].CO[CH2:40][CH2:41]OC. The catalyst is O.ClCCl.C1C=CC(P(C2C=CC=CC=2)[C-]2C=CC=C2)=CC=1.C1C=CC(P(C2C=CC=CC=2)[C-]2C=CC=C2)=CC=1.Cl[Pd]Cl.[Fe+2]. The product is [CH:41]1([C:24]2[CH:25]=[C:26]([C:2]3[C:7]([C:8]4[CH:9]=[CH:10][C:11]([F:14])=[CH:12][CH:13]=4)=[CH:6][N:5]4[N:15]=[CH:16][N:17]=[C:4]4[N:3]=3)[CH:27]=[CH:28][C:23]=2[CH:21]=[O:22])[CH2:40][CH2:32]1. The yield is 0.316. (4) The catalyst is ClC(Cl)C.N1C=CC=CC=1. The reactants are [Cl:1][C:2]1[CH:7]=[CH:6][C:5]([NH2:8])=[C:4]([C:9]#[C:10][Si:11]([CH:18]([CH3:20])[CH3:19])([CH:15]([CH3:17])[CH3:16])[CH:12]([CH3:14])[CH3:13])[C:3]=1[NH2:21].[CH2:22]([S:25](Cl)(=[O:27])=[O:26])[CH2:23][CH3:24]. The yield is 0.410. The product is [NH2:21][C:3]1[C:4]([C:9]#[C:10][Si:11]([CH:15]([CH3:17])[CH3:16])([CH:18]([CH3:20])[CH3:19])[CH:12]([CH3:14])[CH3:13])=[C:5]([NH:8][S:25]([CH2:22][CH2:23][CH3:24])(=[O:27])=[O:26])[CH:6]=[CH:7][C:2]=1[Cl:1].